This data is from Reaction yield outcomes from USPTO patents with 853,638 reactions. The task is: Predict the reaction yield, written as a fraction of the theoretical maximum amount of product (1.0 means a 100% yield; for example, 0.34 means a 34% yield). (1) The reactants are [F:1][C:2]1[CH:7]=[CH:6][C:5]([F:8])=[CH:4][C:3]=1[CH2:9][C:10]([N:12]1[CH2:17][CH2:16][NH:15][C:14]2[N:18]=[CH:19][C:20](I)=[CH:21][C:13]1=2)=[O:11].[N:23]1([CH:28]2[CH2:33][CH2:32][N:31]([C:34]([C:36]3[CH:41]=[CH:40][C:39](B4OC(C)(C)C(C)(C)O4)=[CH:38][CH:37]=3)=[O:35])[CH2:30][CH2:29]2)[CH2:27][CH2:26][CH2:25][CH2:24]1. No catalyst specified. The product is [F:1][C:2]1[CH:7]=[CH:6][C:5]([F:8])=[CH:4][C:3]=1[CH2:9][C:10]([N:12]1[CH2:17][CH2:16][NH:15][C:14]2[N:18]=[CH:19][C:20]([C:39]3[CH:40]=[CH:41][C:36]([C:34]([N:31]4[CH2:30][CH2:29][CH:28]([N:23]5[CH2:24][CH2:25][CH2:26][CH2:27]5)[CH2:33][CH2:32]4)=[O:35])=[CH:37][CH:38]=3)=[CH:21][C:13]1=2)=[O:11]. The yield is 0.200. (2) The reactants are [CH3:1][C:2]1[O:6][C:5]([C:7]2[CH:12]=[CH:11][CH:10]=[CH:9][CH:8]=2)=[N:4][C:3]=1[CH2:13][O:14][C:15]1[CH:22]=[CH:21][C:18]([CH2:19]O)=[CH:17][CH:16]=1.S(Cl)([Cl:25])=O. The catalyst is C1(C)C=CC=CC=1. The product is [Cl:25][CH2:19][C:18]1[CH:21]=[CH:22][C:15]([O:14][CH2:13][C:3]2[N:4]=[C:5]([C:7]3[CH:12]=[CH:11][CH:10]=[CH:9][CH:8]=3)[O:6][C:2]=2[CH3:1])=[CH:16][CH:17]=1. The yield is 0.990. (3) The reactants are C(OC(=O)[NH:7][C:8]1([C:11]([N:13]2[CH2:18][CH2:17][N:16]([CH2:19][C:20]3[N:21]([CH3:46])[C:22]4[C:27]([N:28]=3)=[C:26]([N:29]3[CH2:34][CH2:33][O:32][CH2:31][CH2:30]3)[N:25]=[C:24]([N:35]3[C:39]5[CH:40]=[CH:41][CH:42]=[CH:43][C:38]=5[N:37]=[C:36]3[CH2:44][CH3:45])[N:23]=4)[CH2:15][CH2:14]2)=[O:12])[CH2:10][CH2:9]1)(C)(C)C. The catalyst is C(Cl)Cl.C(O)(C(F)(F)F)=O. The product is [NH2:7][C:8]1([C:11]([N:13]2[CH2:14][CH2:15][N:16]([CH2:19][C:20]3[N:21]([CH3:46])[C:22]4[C:27]([N:28]=3)=[C:26]([N:29]3[CH2:34][CH2:33][O:32][CH2:31][CH2:30]3)[N:25]=[C:24]([N:35]3[C:39]5[CH:40]=[CH:41][CH:42]=[CH:43][C:38]=5[N:37]=[C:36]3[CH2:44][CH3:45])[N:23]=4)[CH2:17][CH2:18]2)=[O:12])[CH2:9][CH2:10]1. The yield is 0.640. (4) The reactants are I[C:2]1[O:3][C:4]([C:8]([O:10][CH2:11][CH3:12])=[O:9])=[C:5]([I:7])[N:6]=1.[CH3:13][C:14]1[C:15]([Sn](C)(C)C)=[CH:16][C:17]([NH:20][C:21](=[O:23])[CH3:22])=[N:18][CH:19]=1.[Cl-].[Li+]. The catalyst is O1CCOCC1.C1C=CC([P]([Pd]([P](C2C=CC=CC=2)(C2C=CC=CC=2)C2C=CC=CC=2)([P](C2C=CC=CC=2)(C2C=CC=CC=2)C2C=CC=CC=2)[P](C2C=CC=CC=2)(C2C=CC=CC=2)C2C=CC=CC=2)(C2C=CC=CC=2)C2C=CC=CC=2)=CC=1.[Cu]I. The product is [C:21]([NH:20][C:17]1[CH:16]=[C:15]([C:2]2[O:3][C:4]([C:8]([O:10][CH2:11][CH3:12])=[O:9])=[C:5]([I:7])[N:6]=2)[C:14]([CH3:13])=[CH:19][N:18]=1)(=[O:23])[CH3:22]. The yield is 0.420. (5) The reactants are [CH2:1]([NH:3][CH2:4][CH2:5][NH:6][C:7]([C:9]1[C:13]([CH3:14])=[C:12]([CH:15]=O)[NH:11][C:10]=1[CH3:17])=[O:8])[CH3:2].[F:18][C:19]1[CH:20]=[C:21]2[C:25](=[CH:26][CH:27]=1)[NH:24][C:23](=[O:28])[CH2:22]2.N1CCCC1. The catalyst is C(O)C. The product is [CH2:1]([NH:3][CH2:4][CH2:5][NH:6][C:7]([C:9]1[C:13]([CH3:14])=[C:12](/[CH:15]=[C:22]2\[C:23](=[O:28])[NH:24][C:25]3[C:21]\2=[CH:20][C:19]([F:18])=[CH:27][CH:26]=3)[NH:11][C:10]=1[CH3:17])=[O:8])[CH3:2]. The yield is 0.950. (6) The reactants are [CH2:1]=[N:2][N:3]1[CH2:12][CH2:11][C:10]2[C:5](=[CH:6][CH:7]=[CH:8][CH:9]=2)[CH2:4]1.N(N1CCC2C(=CC=CC=2)C1)=O. No catalyst specified. The product is [CH3:1][NH:2][N:3]1[CH2:12][CH2:11][C:10]2[C:5](=[CH:6][CH:7]=[CH:8][CH:9]=2)[CH2:4]1. The yield is 0.950. (7) The reactants are [Cl:1][C:2]1[CH:7]=[CH:6][C:5]([NH:8][C:9]2[S:10][CH:11]=[CH:12][N:13]=2)=[CH:4][C:3]=1[OH:14].[CH3:15][C:16]([CH3:21])=[CH:17][CH:18](O)[CH3:19].C1C=CC(P(C2C=CC=CC=2)C2C=CC=CC=2)=CC=1.CCOC(/N=N/C(OCC)=O)=O. The catalyst is C1COCC1. The product is [Cl:1][C:2]1[CH:7]=[CH:6][C:5]([NH:8][C:9]2[S:10][CH:11]=[CH:12][N:13]=2)=[CH:4][C:3]=1[O:14][CH:18]([CH:17]=[C:16]([CH3:21])[CH3:15])[CH3:19]. The yield is 0.240.